From a dataset of Catalyst prediction with 721,799 reactions and 888 catalyst types from USPTO. Predict which catalyst facilitates the given reaction. Reactant: [C:1]([O:5][C:6]([N:8]1[CH2:12][CH:11]=[CH:10][C@H:9]1[C:13]([O:15][CH2:16][C:17]1[CH:22]=[CH:21][CH:20]=[CH:19][CH:18]=1)=[O:14])=[O:7])([CH3:4])([CH3:3])[CH3:2].ClC1C=CC=C(C(OO)=[O:31])C=1.S(C1C(C)=CC(O)=C(C(C)(C)C)C=1)C1C(C)=CC(O)=C(C(C)(C)C)C=1. Product: [C:1]([O:5][C:6]([N:8]1[CH2:12][C@H:11]2[C@H:10]([O:31]2)[C@H:9]1[C:13]([O:15][CH2:16][C:17]1[CH:22]=[CH:21][CH:20]=[CH:19][CH:18]=1)=[O:14])=[O:7])([CH3:4])([CH3:2])[CH3:3]. The catalyst class is: 2.